Task: Predict the reaction yield, written as a fraction of the theoretical maximum amount of product (1.0 means a 100% yield; for example, 0.34 means a 34% yield).. Dataset: Reaction yield outcomes from USPTO patents with 853,638 reactions The reactants are [CH:1]1([C:7](=O)[CH2:8][N:9]2[C:14](=[O:15])[C:13]([CH2:16][C:17]3[CH:22]=[CH:21][C:20]([C:23]4[CH:28]=[CH:27][CH:26]=[CH:25][C:24]=4[C:29]4[NH:33][C:32](=[O:34])[O:31][N:30]=4)=[CH:19][CH:18]=3)=[C:12]([CH2:35][CH2:36][CH3:37])[N:11]3[N:38]=[C:39]([CH3:41])[N:40]=[C:10]23)[CH2:6][CH2:5][CH2:4][CH2:3][CH2:2]1.Cl.[NH2:44][O:45][CH3:46].N1C=CC=CC=1.Cl. The catalyst is O.C(OCC)(=O)C. The product is [CH:1]1(/[C:7](=[N:44]\[O:45][CH3:46])/[CH2:8][N:9]2[C:14](=[O:15])[C:13]([CH2:16][C:17]3[CH:18]=[CH:19][C:20]([C:23]4[CH:28]=[CH:27][CH:26]=[CH:25][C:24]=4[C:29]4[NH:33][C:32](=[O:34])[O:31][N:30]=4)=[CH:21][CH:22]=3)=[C:12]([CH2:35][CH2:36][CH3:37])[N:11]3[N:38]=[C:39]([CH3:41])[N:40]=[C:10]23)[CH2:6][CH2:5][CH2:4][CH2:3][CH2:2]1. The yield is 0.260.